Predict the product of the given reaction. From a dataset of Forward reaction prediction with 1.9M reactions from USPTO patents (1976-2016). (1) Given the reactants [F:1][C:2]1[CH:3]=[C:4]([CH:9]=[CH:10][C:11]=1[CH2:12][C:13]([OH:16])([CH3:15])[CH3:14])[C:5]([O:7]C)=[O:6].[Li+].[OH-], predict the reaction product. The product is: [F:1][C:2]1[CH:3]=[C:4]([CH:9]=[CH:10][C:11]=1[CH2:12][C:13]([OH:16])([CH3:14])[CH3:15])[C:5]([OH:7])=[O:6]. (2) Given the reactants [F:1][C:2]1[CH:7]=[CH:6][C:5]([CH:8]([C:18]2[CH:23]=[CH:22][C:21]([F:24])=[CH:20][CH:19]=2)[CH2:9][CH2:10][CH2:11][N:12]2[CH2:17][CH2:16][NH:15][CH2:14][CH2:13]2)=[CH:4][CH:3]=1.Cl[C:26]1[CH:27]=[CH:28][C:29]2[N:30]([C:32]([C:35]([F:38])([F:37])[F:36])=[N:33][N:34]=2)[N:31]=1, predict the reaction product. The product is: [F:24][C:21]1[CH:20]=[CH:19][C:18]([CH:8]([C:5]2[CH:6]=[CH:7][C:2]([F:1])=[CH:3][CH:4]=2)[CH2:9][CH2:10][CH2:11][N:12]2[CH2:13][CH2:14][N:15]([C:26]3[CH:27]=[CH:28][C:29]4[N:30]([C:32]([C:35]([F:36])([F:38])[F:37])=[N:33][N:34]=4)[N:31]=3)[CH2:16][CH2:17]2)=[CH:23][CH:22]=1. (3) Given the reactants [F:1][C:2]([F:19])([F:18])[C:3]1[CH:8]=[CH:7][C:6]([C:9]2[CH:14]=[CH:13][CH:12]=[C:11]([C:15](=[O:17])[CH3:16])[CH:10]=2)=[CH:5][CH:4]=1.[BH4-].[Na+], predict the reaction product. The product is: [F:1][C:2]([F:18])([F:19])[C:3]1[CH:4]=[CH:5][C:6]([C:9]2[CH:14]=[CH:13][CH:12]=[C:11]([CH:15]([OH:17])[CH3:16])[CH:10]=2)=[CH:7][CH:8]=1. (4) Given the reactants Cl[C:2]1[N:10]=[C:9]2[C:5]([N:6]=[CH:7][N:8]2[CH3:11])=[C:4]([N:12]2[CH2:17][CH2:16][O:15][CH2:14][CH2:13]2)[N:3]=1.[CH2:18]([C:20]1[NH:21][C:22]2[CH:28]=[CH:27][CH:26]=[CH:25][C:23]=2[N:24]=1)[CH3:19].CC(C1C=C(C(C)C)C(C2C=CC=CC=2P(C2CCCCC2)C2CCCCC2)=C(C(C)C)C=1)C.C([O-])([O-])=O.[Cs+].[Cs+], predict the reaction product. The product is: [CH2:18]([C:20]1[N:21]([C:2]2[N:10]=[C:9]3[C:5]([N:6]=[CH:7][N:8]3[CH3:11])=[C:4]([N:12]3[CH2:17][CH2:16][O:15][CH2:14][CH2:13]3)[N:3]=2)[C:22]2[CH:28]=[CH:27][CH:26]=[CH:25][C:23]=2[N:24]=1)[CH3:19].